Task: Predict the product of the given reaction.. Dataset: Forward reaction prediction with 1.9M reactions from USPTO patents (1976-2016) (1) Given the reactants [CH3:1][C:2]1[CH:7]=[C:6]([CH3:8])[N:5]=[C:4]([N:9]2[CH2:16][CH:15]3[CH:11]([CH2:12][NH:13][CH2:14]3)[CH2:10]2)[N:3]=1.CC(O)=O.[N:21]1[C:30]2[C:25](=[CH:26][CH:27]=[CH:28][CH:29]=2)[C:24]([C:31](O)=[O:32])=[CH:23][N:22]=1, predict the reaction product. The product is: [N:21]1[C:30]2[C:25](=[CH:26][CH:27]=[CH:28][CH:29]=2)[C:24]([C:31]([N:13]2[CH2:14][CH:15]3[CH:11]([CH2:10][N:9]([C:4]4[N:5]=[C:6]([CH3:8])[CH:7]=[C:2]([CH3:1])[N:3]=4)[CH2:16]3)[CH2:12]2)=[O:32])=[CH:23][N:22]=1. (2) Given the reactants [C:1]1([N:7]2[C:11](=[O:12])[CH:10]([C:13](=O)[CH2:14][C:15](=O)[CH3:16])[C:9]([CH3:19])=[N:8]2)[CH:6]=[CH:5][CH:4]=[CH:3][CH:2]=1.Cl.[CH:21]1([NH:27][NH2:28])[CH2:26][CH2:25][CH2:24][CH2:23][CH2:22]1, predict the reaction product. The product is: [CH:21]1([N:27]2[C:13]([C:10]3[C:9]([CH3:19])=[N:8][N:7]([C:1]4[CH:6]=[CH:5][CH:4]=[CH:3][CH:2]=4)[C:11]=3[OH:12])=[CH:14][C:15]([CH3:16])=[N:28]2)[CH2:26][CH2:25][CH2:24][CH2:23][CH2:22]1. (3) Given the reactants [C:1]([O:5][C:6]([CH:8]([C:28]1[CH:33]=[CH:32][CH:31]=[CH:30][CH:29]=1)[N:9]1[C:13]2[CH:14]=[C:15]([C:18]#[N:19])[CH:16]=[CH:17][C:12]=2[N:11](C(OC(C)(C)C)=O)[C:10]1=[O:27])=[O:7])([CH3:4])([CH3:3])[CH3:2], predict the reaction product. The product is: [C:18]([C:15]1[CH:16]=[CH:17][C:12]2[NH:11][C:10](=[O:27])[N:9]([CH:8]([C:28]3[CH:33]=[CH:32][CH:31]=[CH:30][CH:29]=3)[C:6]([O:5][C:1]([CH3:4])([CH3:3])[CH3:2])=[O:7])[C:13]=2[CH:14]=1)#[N:19].